From a dataset of Full USPTO retrosynthesis dataset with 1.9M reactions from patents (1976-2016). Predict the reactants needed to synthesize the given product. (1) Given the product [C:1]([C:3]1[C:4]2[S:12][C:11]([C:21]3[CH:22]=[CH:23][C:18]([C:14]([CH3:17])([CH3:16])[CH3:15])=[CH:19][CH:20]=3)=[CH:10][C:5]=2[C:6](=[O:9])[NH:7][CH:8]=1)#[N:2], predict the reactants needed to synthesize it. The reactants are: [C:1]([C:3]1[C:4]2[S:12][C:11](Br)=[CH:10][C:5]=2[C:6](=[O:9])[NH:7][CH:8]=1)#[N:2].[C:14]([C:18]1[CH:23]=[CH:22][C:21](B(O)O)=[CH:20][CH:19]=1)([CH3:17])([CH3:16])[CH3:15].C(=O)([O-])[O-].[K+].[K+].ClCCl. (2) Given the product [C:1]([NH:5][C:6]([C:17]1[N:18]([CH3:28])[C:19]([C:20]2[CH:25]=[CH:24][C:23]([Cl:26])=[CH:22][C:21]=2[Cl:27])=[C:15]([C:12]2[CH:13]=[CH:14][C:9]([Cl:8])=[CH:10][CH:11]=2)[N:16]=1)=[O:7])([CH3:4])([CH3:3])[CH3:2], predict the reactants needed to synthesize it. The reactants are: [C:1]([N:5]=[C:6]=[O:7])([CH3:4])([CH3:3])[CH3:2].[Cl:8][C:9]1[CH:14]=[CH:13][C:12]([C:15]2[N:16]=[CH:17][N:18]([CH3:28])[C:19]=2[C:20]2[CH:25]=[CH:24][C:23]([Cl:26])=[CH:22][C:21]=2[Cl:27])=[CH:11][CH:10]=1.